Dataset: Forward reaction prediction with 1.9M reactions from USPTO patents (1976-2016). Task: Predict the product of the given reaction. (1) Given the reactants [NH2:1][C:2]1[CH:25]=[CH:24][C:23]([N:26]2[CH2:31][CH2:30][CH2:29][CH2:28][CH2:27]2)=[CH:22][C:3]=1[C:4]([NH:6][C:7]1[CH:11]=[CH:10][N:9]([C:12]2[CH:17]=[CH:16][CH:15]=[C:14]([C:18]([F:21])([F:20])[F:19])[CH:13]=2)[N:8]=1)=[O:5].C(N(CC)CC)C.Cl[C:40]([C:42]1[CH:43]=[C:44]([CH:49]=[CH:50][CH:51]=1)[C:45]([O:47][CH3:48])=[O:46])=[O:41], predict the reaction product. The product is: [N:26]1([C:23]2[CH:24]=[CH:25][C:2]([NH:1][C:40]([C:42]3[CH:43]=[C:44]([CH:49]=[CH:50][CH:51]=3)[C:45]([O:47][CH3:48])=[O:46])=[O:41])=[C:3]([C:4](=[O:5])[NH:6][C:7]3[CH:11]=[CH:10][N:9]([C:12]4[CH:17]=[CH:16][CH:15]=[C:14]([C:18]([F:20])([F:21])[F:19])[CH:13]=4)[N:8]=3)[CH:22]=2)[CH2:31][CH2:30][CH2:29][CH2:28][CH2:27]1. (2) Given the reactants Br.[Br-].[NH2:3][CH2:4][CH2:5][CH2:6][N+:7]1[CH:12]=[CH:11][C:10]([C:13]2[CH:18]=[CH:17][CH:16]=[CH:15][N:14]=2)=[CH:9][CH:8]=1.[BH4-].[Na+], predict the reaction product. The product is: [N:14]1[CH:15]=[CH:16][CH:17]=[CH:18][C:13]=1[C:10]1[CH2:11][CH2:12][N:7]([CH2:6][CH2:5][CH2:4][NH2:3])[CH2:8][CH:9]=1. (3) Given the reactants OC[C:3]1[CH:39]=[CH:38][C:6]2[CH2:7][CH2:8][CH2:9][CH:10]([N:12](C(OC(C)(C)C)=O)[CH2:13][C@H:14]([O:23][Si](CC)(CC)CC)[CH2:15][O:16][C:17]3[CH:22]=[CH:21][CH:20]=[CH:19][CH:18]=3)[CH2:11][C:5]=2[CH:4]=1.Cl.[C:41]([O:44][CH2:45]C)(=[O:43])[CH3:42], predict the reaction product. The product is: [OH:23][C@H:14]([CH2:15][O:16][C:17]1[CH:22]=[CH:21][CH:20]=[CH:19][CH:18]=1)[CH2:13][NH:12][CH:10]1[CH2:9][CH2:8][CH2:7][C:6]2[CH:38]=[CH:39][C:3]([CH2:45][O:44][C:41](=[O:43])[CH3:42])=[CH:4][C:5]=2[CH2:11]1. (4) Given the reactants [NH2:1][C:2]1[CH:36]=[CH:35][C:5]([O:6][C:7]2[CH:12]=[CH:11][N:10]=[C:9]3[N:13](CC4C=CC(OC)=CC=4)[N:14]=[C:15]([NH:16][CH:17]4[CH2:22][CH2:21][N:20]([CH:23]([CH3:25])[CH3:24])[CH2:19][CH2:18]4)[C:8]=23)=[C:4]([F:37])[CH:3]=1.[F:38][C:39]1[CH:44]=[CH:43][C:42]([N:45]2[CH:50]=[CH:49][N:48]=[C:47]([C:51]([OH:53])=O)[C:46]2=[O:54])=[CH:41][CH:40]=1, predict the reaction product. The product is: [F:37][C:4]1[CH:3]=[C:2]([NH:1][C:51]([C:47]2[C:46](=[O:54])[N:45]([C:42]3[CH:41]=[CH:40][C:39]([F:38])=[CH:44][CH:43]=3)[CH:50]=[CH:49][N:48]=2)=[O:53])[CH:36]=[CH:35][C:5]=1[O:6][C:7]1[CH:12]=[CH:11][N:10]=[C:9]2[NH:13][N:14]=[C:15]([NH:16][CH:17]3[CH2:18][CH2:19][N:20]([CH:23]([CH3:24])[CH3:25])[CH2:21][CH2:22]3)[C:8]=12. (5) Given the reactants [C:1]1([C:7]2[O:11][C:10]([C:12]([NH:14][C:15]3[CH:16]=[C:17]([CH2:21][C:22]([OH:24])=O)[CH:18]=[CH:19][CH:20]=3)=[O:13])=[CH:9][CH:8]=2)[CH:6]=[CH:5][CH:4]=[CH:3][CH:2]=1.[NH4+:25].[OH-], predict the reaction product. The product is: [C:22]([CH2:21][C:17]1[CH:16]=[C:15]([NH:14][C:12]([C:10]2[O:11][C:7]([C:1]3[CH:6]=[CH:5][CH:4]=[CH:3][CH:2]=3)=[CH:8][CH:9]=2)=[O:13])[CH:20]=[CH:19][CH:18]=1)(=[O:24])[NH2:25]. (6) Given the reactants Cl[C:2]1[CH:12]=[CH:11][C:5]([C:6]([O:8]CC)=[O:7])=[CH:4][N:3]=1.[O:13]1[CH2:16][CH2:15][CH:14]1[CH2:17][OH:18].[OH-].[Li+], predict the reaction product. The product is: [O:13]1[CH2:16][CH2:15][CH:14]1[CH2:17][O:18][C:2]1[CH:12]=[CH:11][C:5]([C:6]([OH:8])=[O:7])=[CH:4][N:3]=1. (7) The product is: [CH3:4][C:5]1[O:9][C:8]([C:10]2[S:11][CH:12]=[CH:13][CH:14]=2)=[N:7][C:6]=1[CH2:15][O:16][C:17]1[CH:18]=[CH:19][C:20]([CH2:21][O:22]/[N:23]=[C:24](/[C:36]2[CH:41]=[CH:40][CH:39]=[CH:38][CH:37]=2)\[CH2:25][CH2:26][CH2:27][CH2:28][CH2:29][CH2:30][C:31]([OH:33])=[O:32])=[CH:42][CH:43]=1. Given the reactants O.[OH-].[Li+].[CH3:4][C:5]1[O:9][C:8]([C:10]2[S:11][CH:12]=[CH:13][CH:14]=2)=[N:7][C:6]=1[CH2:15][O:16][C:17]1[CH:43]=[CH:42][C:20]([CH2:21][O:22]/[N:23]=[C:24](/[C:36]2[CH:41]=[CH:40][CH:39]=[CH:38][CH:37]=2)\[CH2:25][CH2:26][CH2:27][CH2:28][CH2:29][CH2:30][C:31]([O:33]CC)=[O:32])=[CH:19][CH:18]=1.O.Cl, predict the reaction product. (8) The product is: [S:42]1[C:43]([C:35]2[CH:2]=[CH:3][C:4]3[CH:10]=[CH:9][C:8]4[CH:11]=[CH:12][C:13]([C:43]5[S:42][C:41]([C:41]6[S:42][CH:43]=[CH:44][CH:45]=6)=[CH:45][CH:44]=5)=[CH:14][C:7]=4[B:6]([C:16]4[C:21]([C:22]([CH3:24])([CH3:25])[CH3:23])=[CH:20][C:19]([C:26]([CH3:28])([CH3:29])[CH3:27])=[CH:18][C:17]=4[C:30]([CH3:31])([CH3:33])[CH3:32])[C:5]=3[CH:34]=2)=[CH:44][CH:45]=[C:41]1[C:41]1[S:42][CH:43]=[CH:44][CH:45]=1. Given the reactants Br[C:2]1[CH:35]=[CH:34][C:5]2[B:6]([C:16]3[C:21]([C:22]([CH3:25])([CH3:24])[CH3:23])=[CH:20][C:19]([C:26]([CH3:29])([CH3:28])[CH3:27])=[CH:18][C:17]=3[C:30]([CH3:33])([CH3:32])[CH3:31])[C:7]3[CH:14]=[CH:13][C:12](Br)=[CH:11][C:8]=3[CH:9]=[CH:10][C:4]=2[CH:3]=1.C([Sn](CCCC)(CCCC)[C:41]1[S:42][CH:43]=[CH:44][CH:45]=1)CCC.[F-].[K+], predict the reaction product.